From a dataset of Peptide-MHC class I binding affinity with 185,985 pairs from IEDB/IMGT. Regression. Given a peptide amino acid sequence and an MHC pseudo amino acid sequence, predict their binding affinity value. This is MHC class I binding data. (1) The peptide sequence is ITEQFLNYV. The MHC is Mamu-A01 with pseudo-sequence Mamu-A01. The binding affinity (normalized) is 0.391. (2) The peptide sequence is GVLEEQGSFY. The MHC is HLA-A26:01 with pseudo-sequence HLA-A26:01. The binding affinity (normalized) is 0.500. (3) The peptide sequence is YAREAGIAM. The MHC is HLA-C05:01 with pseudo-sequence HLA-C05:01. The binding affinity (normalized) is 0.0847. (4) The peptide sequence is LLKWKKTDY. The MHC is HLA-B15:02 with pseudo-sequence HLA-B15:02. The binding affinity (normalized) is 0.0847.